From a dataset of Reaction yield outcomes from USPTO patents with 853,638 reactions. Predict the reaction yield, written as a fraction of the theoretical maximum amount of product (1.0 means a 100% yield; for example, 0.34 means a 34% yield). (1) The catalyst is C(O)(=O)C.[Pd]. The yield is 0.690. The product is [C:26]([C:25]1[C:13]2[CH:14]=[C:15]([CH2:17][CH2:18][CH2:19][CH2:20][CH2:21][CH2:22][CH2:23][CH3:24])[O:16][C:12]=2[CH:11]=[CH:10][C:9]=1[OH:8])([CH3:29])([CH3:28])[CH3:27]. The reactants are C([O:8][C:9]1[CH:10]=[CH:11][C:12]2[O:16][C:15]([CH:17]=[CH:18][CH2:19][CH2:20][CH2:21][CH2:22][CH2:23][CH3:24])=[CH:14][C:13]=2[C:25]=1[C:26]([CH3:29])([CH3:28])[CH3:27])C1C=CC=CC=1. (2) The reactants are [CH2:1]([CH:8]1[CH2:13][CH2:12][N:11]([C:14](=[O:31])[C:15]([NH:17][C:18]2[C:27]([N+:28]([O-])=O)=[CH:26][C:21]3[NH:22][C:23](=[O:25])[O:24][C:20]=3[CH:19]=2)=[O:16])[CH2:10][CH2:9]1)[C:2]1[CH:7]=[CH:6][CH:5]=[CH:4][CH:3]=1. The catalyst is [Pd].CO. The product is [NH2:28][C:27]1[C:18]([NH:17][C:15](=[O:16])[C:14]([N:11]2[CH2:10][CH2:9][CH:8]([CH2:1][C:2]3[CH:3]=[CH:4][CH:5]=[CH:6][CH:7]=3)[CH2:13][CH2:12]2)=[O:31])=[CH:19][C:20]2[O:24][C:23](=[O:25])[NH:22][C:21]=2[CH:26]=1. The yield is 0.345. (3) The reactants are [CH:1]([O:4][C:5]1[CH:10]=[CH:9][C:8](B(O)O)=[CH:7][CH:6]=1)([CH3:3])[CH3:2].Br[C:15]1[C:20](=[O:21])[N:19]([CH2:22][C:23]2[CH:28]=[CH:27][C:26]([C:29]3[C:30]([C:35]#[N:36])=[CH:31][CH:32]=[CH:33][CH:34]=3)=[CH:25][CH:24]=2)[C:18]([CH2:37][CH2:38][CH2:39][CH3:40])=[N:17][C:16]=1[CH3:41]. The catalyst is O1CCOCC1.C(=O)([O-])[O-].[Cs+].[Cs+].C(OCC)(=O)C.C1C=CC(P(C2C=CC=CC=2)[C-]2C=CC=C2)=CC=1.C1C=CC(P(C2C=CC=CC=2)[C-]2C=CC=C2)=CC=1.Cl[Pd]Cl.[Fe+2]. The product is [CH2:37]([C:18]1[N:19]([CH2:22][C:23]2[CH:24]=[CH:25][C:26]([C:29]3[C:30]([C:35]#[N:36])=[CH:31][CH:32]=[CH:33][CH:34]=3)=[CH:27][CH:28]=2)[C:20](=[O:21])[C:15]([C:8]2[CH:9]=[CH:10][C:5]([O:4][CH:1]([CH3:3])[CH3:2])=[CH:6][CH:7]=2)=[C:16]([CH3:41])[N:17]=1)[CH2:38][CH2:39][CH3:40]. The yield is 0.990.